Dataset: NCI-60 drug combinations with 297,098 pairs across 59 cell lines. Task: Regression. Given two drug SMILES strings and cell line genomic features, predict the synergy score measuring deviation from expected non-interaction effect. (1) Drug 1: CC(C1=C(C=CC(=C1Cl)F)Cl)OC2=C(N=CC(=C2)C3=CN(N=C3)C4CCNCC4)N. Drug 2: CCC1(CC2CC(C3=C(CCN(C2)C1)C4=CC=CC=C4N3)(C5=C(C=C6C(=C5)C78CCN9C7C(C=CC9)(C(C(C8N6C=O)(C(=O)OC)O)OC(=O)C)CC)OC)C(=O)OC)O.OS(=O)(=O)O. Cell line: HL-60(TB). Synergy scores: CSS=82.7, Synergy_ZIP=14.9, Synergy_Bliss=13.5, Synergy_Loewe=-32.1, Synergy_HSA=9.34. (2) Drug 1: C1C(C(OC1N2C=NC3=C(N=C(N=C32)Cl)N)CO)O. Drug 2: CCC1(C2=C(COC1=O)C(=O)N3CC4=CC5=C(C=CC(=C5CN(C)C)O)N=C4C3=C2)O.Cl. Cell line: SN12C. Synergy scores: CSS=54.2, Synergy_ZIP=-0.644, Synergy_Bliss=-3.15, Synergy_Loewe=-3.07, Synergy_HSA=0.876. (3) Cell line: MDA-MB-231. Drug 1: CCC1(CC2CC(C3=C(CCN(C2)C1)C4=CC=CC=C4N3)(C5=C(C=C6C(=C5)C78CCN9C7C(C=CC9)(C(C(C8N6C=O)(C(=O)OC)O)OC(=O)C)CC)OC)C(=O)OC)O.OS(=O)(=O)O. Synergy scores: CSS=61.5, Synergy_ZIP=-6.64, Synergy_Bliss=-12.0, Synergy_Loewe=-13.4, Synergy_HSA=-10.6. Drug 2: B(C(CC(C)C)NC(=O)C(CC1=CC=CC=C1)NC(=O)C2=NC=CN=C2)(O)O. (4) Drug 1: CC1=C2C(C(=O)C3(C(CC4C(C3C(C(C2(C)C)(CC1OC(=O)C(C(C5=CC=CC=C5)NC(=O)OC(C)(C)C)O)O)OC(=O)C6=CC=CC=C6)(CO4)OC(=O)C)O)C)O. Drug 2: CC1=C(N=C(N=C1N)C(CC(=O)N)NCC(C(=O)N)N)C(=O)NC(C(C2=CN=CN2)OC3C(C(C(C(O3)CO)O)O)OC4C(C(C(C(O4)CO)O)OC(=O)N)O)C(=O)NC(C)C(C(C)C(=O)NC(C(C)O)C(=O)NCCC5=NC(=CS5)C6=NC(=CS6)C(=O)NCCC[S+](C)C)O. Cell line: OVCAR3. Synergy scores: CSS=16.3, Synergy_ZIP=-4.50, Synergy_Bliss=0.486, Synergy_Loewe=-6.82, Synergy_HSA=-0.00161. (5) Drug 1: CN1C2=C(C=C(C=C2)N(CCCl)CCCl)N=C1CCCC(=O)O.Cl. Drug 2: CN(CCCl)CCCl.Cl. Cell line: SK-MEL-2. Synergy scores: CSS=3.47, Synergy_ZIP=-6.13, Synergy_Bliss=-8.91, Synergy_Loewe=-16.0, Synergy_HSA=-7.81. (6) Drug 1: CNC(=O)C1=NC=CC(=C1)OC2=CC=C(C=C2)NC(=O)NC3=CC(=C(C=C3)Cl)C(F)(F)F. Drug 2: C#CCC(CC1=CN=C2C(=N1)C(=NC(=N2)N)N)C3=CC=C(C=C3)C(=O)NC(CCC(=O)O)C(=O)O. Cell line: OVCAR3. Synergy scores: CSS=-10.2, Synergy_ZIP=5.60, Synergy_Bliss=3.95, Synergy_Loewe=-5.76, Synergy_HSA=-3.48. (7) Drug 1: CC1=C2C(C(=O)C3(C(CC4C(C3C(C(C2(C)C)(CC1OC(=O)C(C(C5=CC=CC=C5)NC(=O)C6=CC=CC=C6)O)O)OC(=O)C7=CC=CC=C7)(CO4)OC(=O)C)O)C)OC(=O)C. Drug 2: CC12CCC3C(C1CCC2OP(=O)(O)O)CCC4=C3C=CC(=C4)OC(=O)N(CCCl)CCCl.[Na+]. Cell line: NCI/ADR-RES. Synergy scores: CSS=-3.70, Synergy_ZIP=-0.256, Synergy_Bliss=-4.81, Synergy_Loewe=-3.58, Synergy_HSA=-6.30.